This data is from Reaction yield outcomes from USPTO patents with 853,638 reactions. The task is: Predict the reaction yield, written as a fraction of the theoretical maximum amount of product (1.0 means a 100% yield; for example, 0.34 means a 34% yield). (1) The reactants are [H-].[Na+].[CH3:3][C:4]([C:6]1[CH:11]=[CH:10][CH:9]=[C:8]([Cl:12])[CH:7]=1)=[O:5].[C:13](OCC)(=[O:19])[C:14]([O:16][CH2:17][CH3:18])=[O:15].Cl. The catalyst is CN(C=O)C.C(OCC)(=O)C. The product is [CH2:17]([O:16][C:14](=[O:15])[C:13](=[O:19])[CH2:3][C:4]([C:6]1[CH:11]=[CH:10][CH:9]=[C:8]([Cl:12])[CH:7]=1)=[O:5])[CH3:18]. The yield is 0.670. (2) The catalyst is C(O)C.[C].[Pd]. The reactants are C([O:8][C@H:9]1[CH2:13][C@H:12]([C:14]2[N:18]([CH3:19])[N:17]=[CH:16][CH:15]=2)[C@@H:11]([O:20][CH2:21][O:22][CH3:23])[CH2:10]1)C1C=CC=CC=1. The product is [CH3:23][O:22][CH2:21][O:20][C@H:11]1[C@H:12]([C:14]2[N:18]([CH3:19])[N:17]=[CH:16][CH:15]=2)[CH2:13][C@H:9]([OH:8])[CH2:10]1. The yield is 0.840. (3) The reactants are [OH:1][C:2]1[CH:3]=[C:4]2[C:9](=[CH:10][CH:11]=1)[CH:8]=[C:7]([C:12]([OH:14])=[O:13])[CH:6]=[CH:5]2.[CH2:15](Cl)[C:16]1[CH:21]=[CH:20][CH:19]=[CH:18][CH:17]=1.C(=O)([O-])[O-].[K+].[K+].[I-].[Na+]. No catalyst specified. The product is [CH2:15]([O:1][C:2]1[CH:3]=[C:4]2[C:9](=[CH:10][CH:11]=1)[CH:8]=[C:7]([C:12]([O:14][CH2:5][C:4]1[CH:9]=[CH:10][CH:11]=[CH:2][CH:3]=1)=[O:13])[CH:6]=[CH:5]2)[C:16]1[CH:21]=[CH:20][CH:19]=[CH:18][CH:17]=1. The yield is 1.03. (4) The reactants are [Br:1][C:2]1[CH:3]=[CH:4][C:5]([N+:15]([O-])=O)=[C:6]([CH:14]=1)[O:7][C@H:8]([CH3:13])[C:9](OC)=[O:10]. The catalyst is C(O)(=O)C.C(OCC)(=O)C.[Fe]. The product is [Br:1][C:2]1[CH:3]=[CH:4][C:5]2[NH:15][C:9](=[O:10])[C@@H:8]([CH3:13])[O:7][C:6]=2[CH:14]=1. The yield is 0.960. (5) The reactants are Br[C:2]1[CH:11]=[CH:10][C:5]([C:6]([O:8][CH3:9])=[O:7])=[CH:4][CH:3]=1.[O:12]1[CH2:17]COC[CH2:13]1.O.C(=O)([O-])[O-].[Cs+].[Cs+]. The catalyst is C(Cl)Cl. The product is [CH3:13][O:12][CH2:17][C:2]1[CH:11]=[CH:10][C:5]([C:6]([O:8][CH3:9])=[O:7])=[CH:4][CH:3]=1. The yield is 0.330. (6) The reactants are [CH:1]([NH2:4])([CH3:3])[CH3:2].Br[C:6]1[N:10]([C@@H:11]2[CH2:16][CH2:15][C@H:14]([OH:17])[C@H:13]([OH:18])[CH2:12]2)[C:9]2[CH:19]=[C:20]([Cl:24])[C:21]([Cl:23])=[CH:22][C:8]=2[N:7]=1.C(=O)([O-])[O-].[Na+].[Na+]. The catalyst is C(O)C. The product is [CH:1]([NH:4][C:6]1[N:10]([C@@H:11]2[CH2:16][CH2:15][C@H:14]([OH:17])[C@H:13]([OH:18])[CH2:12]2)[C:9]2[CH:19]=[C:20]([Cl:24])[C:21]([Cl:23])=[CH:22][C:8]=2[N:7]=1)([CH3:3])[CH3:2]. The yield is 0.750.